Dataset: Full USPTO retrosynthesis dataset with 1.9M reactions from patents (1976-2016). Task: Predict the reactants needed to synthesize the given product. (1) Given the product [Br:1][C:2]1[C:3]([O:10][CH2:11][CH3:12])=[N:4][CH:5]=[C:6]([CH2:8][N:23]2[C:22]([CH3:21])=[N:26][N:25]=[N:24]2)[CH:7]=1, predict the reactants needed to synthesize it. The reactants are: [Br:1][C:2]1[C:3]([O:10][CH2:11][CH3:12])=[N:4][CH:5]=[C:6]([CH2:8]Cl)[CH:7]=1.[Na+].[I-].C([O-])([O-])=O.[K+].[K+].[CH3:21][C:22]1[N:23]=[N:24][NH:25][N:26]=1. (2) Given the product [C:1]([O:5][C:6](=[O:38])[NH:7][CH2:8][CH2:9][S:10][C:11]1[CH:16]=[C:15]([C:17]2[C:21]3[CH2:22][N:23]([S:26]([CH3:29])(=[O:27])=[O:28])[CH2:24][CH2:25][C:20]=3[N:19]([CH2:30][CH:31]([OH:32])[CH2:33][N:61]3[CH2:60][CH2:59][CH:58]([N:57]4[CH2:78][CH2:73][CH2:75][C:76]4=[O:77])[CH2:63][CH2:62]3)[N:18]=2)[CH:14]=[CH:13][C:12]=1[C:34]([F:37])([F:35])[F:36])([CH3:4])([CH3:3])[CH3:2], predict the reactants needed to synthesize it. The reactants are: [C:1]([O:5][C:6](=[O:38])[NH:7][CH2:8][CH2:9][S:10][C:11]1[CH:16]=[C:15]([C:17]2[C:21]3[CH2:22][N:23]([S:26]([CH3:29])(=[O:28])=[O:27])[CH2:24][CH2:25][C:20]=3[N:19]([CH2:30][CH:31]3[CH2:33][O:32]3)[N:18]=2)[CH:14]=[CH:13][C:12]=1[C:34]([F:37])([F:36])[F:35])([CH3:4])([CH3:3])[CH3:2].C(OC(=O)NCCSC1C=C(C2[C:59]3[CH2:60][N:61](S(C)(=O)=O)[CH2:62][CH2:63][C:58]=3[NH:57]N=2)C=CC=1C(F)(F)F)(C)(C)C.[CH2:73]([CH:75]1[O:77][CH2:76]1)Cl.[C:78]([O-])([O-])=O.[Cs+].[Cs+].